From a dataset of Experimentally validated miRNA-target interactions with 360,000+ pairs, plus equal number of negative samples. Binary Classification. Given a miRNA mature sequence and a target amino acid sequence, predict their likelihood of interaction. (1) The miRNA is mmu-miR-26a-5p with sequence UUCAAGUAAUCCAGGAUAGGCU. The protein sequence of the target gene is MRDPVSSQYSSFLFWRMPIPELDLSELEGLGLSDTPTYESKDSSSVGKMNGQASGTEQKNPEGDPLLEYSTFNFWRAPIASIHSVDLDLL. Result: 1 (interaction). (2) The miRNA is hsa-miR-6763-3p with sequence CUCCCCGGCCUCUGCCCCCAG. Result: 0 (no interaction). The protein sequence of the target gene is MTARGTPSRFLASVLHNGLGRYVQQLQRLSFSVSRDGASSRGAREFVEREVIDFARRNPGVVIYVNSRPCCVPRVVAEYLNGAVREESIHCKSVEEISTLVQKLADQSGLDVIRIRKPFHTDNPSIQGQWHPFTNKPTTFRGLRPREVQDPAPAQDTGLRLSAVAPQILLPGWPDPPDLPTVDPISSSLTSAPAPMLSAVSCLPIVPALTTVCSA. (3) The miRNA is hsa-miR-103a-2-5p with sequence AGCUUCUUUACAGUGCUGCCUUG. The protein sequence of the target gene is MSLLSAIDTSAASVYQPAQLLNWVYLSLQDTHQASAFDAFRPEPPAGAAPPELAFGKGRPEQLGSPLHSSYLNSVFQLQRGEALSSSVYRNASPYGSLNNIADGLSSLTEHFSDLTLTSEARKPSKRPPPNYLCHLCFNKGHYIKDCPQARPKGEGLTPYQGKKRCFGEYKCPKCKRKWMSGNSWANMGQECIKCHINVYPHKQRPLEKPDGLDVSDQSKEHPQHLCEKCKVLGYYCRRVQ. Result: 0 (no interaction). (4) The miRNA is hsa-miR-1252-5p with sequence AGAAGGAAAUUGAAUUCAUUUA. The protein sequence of the target gene is MSQQLKKRAKTRHQKGLGGRAPSGAKPRQGKSSQDLQAEIEPVSAVWALCDGYVCYEPGPQALGGDDFSDCYIECVIRGEFSQPILEEDSLFESLEYLKKGSEQQLSQKVFEASSLECSLEYMKKGVKKELPQKIVGENSLEYSEYMTGKKLPPGGIPGIDLSDPKQLAEFARKKPPINKEYDSLSAIACPQSGCTRKLRNRAALRKHLLIHGPRDHVCAECGKAFVESSKLKRHFLVHTGEKPFRCTFEGCGKRFSLDFNLRTHVRIHTGEKRFVCPFQGCNRRFIQSNNLKAHILTHA.... Result: 0 (no interaction).